From a dataset of Forward reaction prediction with 1.9M reactions from USPTO patents (1976-2016). Predict the product of the given reaction. (1) Given the reactants [NH2:1][C:2]1[CH:3]=[CH:4][C:5]([C:8]2[N:9]=[C:10]([C@H:13]3[N:21]4[C:16](=[CH:17][C:18]([C:23]5[CH:28]=[C:27]([Cl:29])[CH:26]=[CH:25][C:24]=5[N:30]5[CH:34]=[N:33][N:32]=[N:31]5)=[CH:19][C:20]4=[O:22])[CH2:15][CH2:14]3)[NH:11][CH:12]=2)=[N:6][CH:7]=1.Cl[C:36]([O:38][CH2:39][CH2:40][O:41][CH3:42])=[O:37], predict the reaction product. The product is: [CH3:42][O:41][CH2:40][CH2:39][O:38][C:36](=[O:37])[NH:1][C:2]1[CH:7]=[N:6][C:5]([C:8]2[NH:9][C:10]([C@H:13]3[N:21]4[C:16](=[CH:17][C:18]([C:23]5[CH:28]=[C:27]([Cl:29])[CH:26]=[CH:25][C:24]=5[N:30]5[CH:34]=[N:33][N:32]=[N:31]5)=[CH:19][C:20]4=[O:22])[CH2:15][CH2:14]3)=[N:11][CH:12]=2)=[CH:4][CH:3]=1. (2) Given the reactants [BH-](OC(C)=O)(OC(C)=O)OC(C)=O.[Na+].[N+:15]([C:18]1[CH:25]=[CH:24][C:21]([CH:22]=O)=[CH:20][CH:19]=1)([O-:17])=[O:16].[CH:26]1([NH2:32])[CH2:31][CH2:30][CH2:29][CH2:28][CH2:27]1.[OH-].[Na+], predict the reaction product. The product is: [CH:26]1([NH:32][CH2:22][C:21]2[CH:24]=[CH:25][C:18]([N+:15]([O-:17])=[O:16])=[CH:19][CH:20]=2)[CH2:31][CH2:30][CH2:29][CH2:28][CH2:27]1. (3) Given the reactants [NH2:1][C:2]1[NH:7][C:6]([S:8][CH2:9][C:10]2[CH:15]=[CH:14][CH:13]=[CH:12][CH:11]=2)=[N:5][C:4](=[O:16])[C:3]=1[S:17][CH2:18][C:19]([O:21]CC)=O.C1(C)C=CC(S(O)(=O)=O)=CC=1, predict the reaction product. The product is: [C:10]1([CH2:9][S:8][C:6]2[NH:7][C:2]3[NH:1][C:19](=[O:21])[CH2:18][S:17][C:3]=3[C:4](=[O:16])[N:5]=2)[CH:15]=[CH:14][CH:13]=[CH:12][CH:11]=1. (4) Given the reactants [OH:1][C:2]1[CH:7]=[CH:6][C:5](NCC(O)=O)=[CH:4][CH:3]=1.N1C2C(=CC=CC=2)C(=O)[C:14]1=[O:15], predict the reaction product. The product is: [OH:1][C:2]1[CH:3]=[CH:4][C:5]([CH:14]=[O:15])=[CH:6][CH:7]=1.